From a dataset of Catalyst prediction with 721,799 reactions and 888 catalyst types from USPTO. Predict which catalyst facilitates the given reaction. Product: [C:1]([C:4]1[CH:5]=[CH:6][C:7]([N:10]2[C:14]([C:15]3[CH:20]=[C:19]([C:21]([CH3:22])([CH3:23])[CH3:24])[N:18]=[C:17]([C:25]([CH3:28])([CH3:27])[CH3:26])[CH:16]=3)=[CH:13][C:12]([C:29]3[CH:38]=[CH:37][C:32]([C:33]([OH:35])=[O:34])=[CH:31][CH:30]=3)=[N:11]2)=[CH:8][CH:9]=1)(=[O:3])[NH2:2]. The catalyst class is: 92. Reactant: [C:1]([C:4]1[CH:9]=[CH:8][C:7]([N:10]2[C:14]([C:15]3[CH:20]=[C:19]([C:21]([CH3:24])([CH3:23])[CH3:22])[N:18]=[C:17]([C:25]([CH3:28])([CH3:27])[CH3:26])[CH:16]=3)=[CH:13][C:12]([C:29]3[CH:38]=[CH:37][C:32]([C:33]([O:35]C)=[O:34])=[CH:31][CH:30]=3)=[N:11]2)=[CH:6][CH:5]=1)(=[O:3])[NH2:2].[Li+].[OH-].Cl.